From a dataset of Forward reaction prediction with 1.9M reactions from USPTO patents (1976-2016). Predict the product of the given reaction. (1) Given the reactants CS(O[CH2:6][C:7]1[CH:12]=[CH:11][C:10]([N+:13]([O-:15])=[O:14])=[CH:9][C:8]=1[CH2:16][CH2:17]OS(C)(=O)=O)(=O)=O.C(N(CC)CC)C.[C:30]1([CH2:36][CH2:37][NH2:38])[CH:35]=[CH:34][CH:33]=[CH:32][CH:31]=1.O, predict the reaction product. The product is: [N+:13]([C:10]1[CH:9]=[C:8]2[C:7](=[CH:12][CH:11]=1)[CH2:6][N:38]([CH2:37][CH2:36][C:30]1[CH:35]=[CH:34][CH:33]=[CH:32][CH:31]=1)[CH2:17][CH2:16]2)([O-:15])=[O:14]. (2) The product is: [CH3:21][C:19]1[N:20]=[C:7]2[C:6]([NH:5][CH2:4][C:3]3[C:23]([CH3:27])=[CH:24][CH:25]=[CH:26][C:2]=3[CH3:1])=[CH:11][C:10]([C:12]([NH:31][CH2:30][CH2:28][OH:29])=[O:13])=[CH:9][N:8]2[C:18]=1[CH3:22]. Given the reactants [CH3:1][C:2]1[CH:26]=[CH:25][CH:24]=[C:23]([CH3:27])[C:3]=1[CH2:4][NH:5][C:6]1[C:7]2[N:8]([C:18]([CH3:22])=[C:19]([CH3:21])[N:20]=2)[CH:9]=[C:10]([C:12](OC(C)C)=[O:13])[CH:11]=1.[CH2:28]([CH2:30][NH2:31])[OH:29].N12CCCN=C1CCCCC2, predict the reaction product. (3) Given the reactants [NH2:1][C:2]1[CH:3]=[C:4]([NH:8][C:9]2[C:18]3[C:13](=[C:14]([C:19]4[CH:24]=[CH:23][CH:22]=[CH:21][CH:20]=4)[CH:15]=[CH:16][CH:17]=3)[CH:12]=[CH:11][N:10]=2)[CH:5]=[CH:6][CH:7]=1.I.[C:26](=[NH:35])(SC)[C:27]1[CH:32]=[CH:31][CH:30]=[CH:29][CH:28]=1.ClCCl.C(=O)([O-])[O-].[K+].[K+], predict the reaction product. The product is: [C:19]1([C:14]2[CH:15]=[CH:16][CH:17]=[C:18]3[C:13]=2[CH:12]=[CH:11][N:10]=[C:9]3[NH:8][C:4]2[CH:3]=[C:2]([NH:1][C:26](=[NH:35])[C:27]3[CH:32]=[CH:31][CH:30]=[CH:29][CH:28]=3)[CH:7]=[CH:6][CH:5]=2)[CH:20]=[CH:21][CH:22]=[CH:23][CH:24]=1. (4) Given the reactants F[C:2](F)(F)C1C=C(C=C(C(F)(F)F)C=1)CN(C1CCCNC2C(C)=CC(C(F)(F)F)=CC1=2)C(=O)C.[CH:36]([O:39][C:40]([N:42]1[C:48]2[C:49]3[CH2:50][CH2:51][CH2:52][C:53]=3[C:54](Br)=[CH:55][C:47]=2[CH:46]([N:57]([C:73](=[O:75])[CH3:74])[CH2:58][C:59]2[CH:64]=[C:63]([C:65]([F:68])([F:67])[F:66])[CH:62]=[C:61]([C:69]([F:72])([F:71])[F:70])[CH:60]=2)[CH2:45][CH2:44][CH2:43]1)=[O:41])([CH3:38])[CH3:37], predict the reaction product. The product is: [CH:36]([O:39][C:40]([N:42]1[C:48]2[C:49]3[CH2:50][CH2:51][CH2:52][C:53]=3[C:54]([CH3:2])=[CH:55][C:47]=2[CH:46]([N:57]([C:73](=[O:75])[CH3:74])[CH2:58][C:59]2[CH:64]=[C:63]([C:65]([F:68])([F:67])[F:66])[CH:62]=[C:61]([C:69]([F:72])([F:71])[F:70])[CH:60]=2)[CH2:45][CH2:44][CH2:43]1)=[O:41])([CH3:38])[CH3:37]. (5) Given the reactants [CH3:1][N:2]([CH:10]1[CH2:15][CH2:14][N:13]([C:16](=[O:25])[CH2:17][CH2:18][N:19]2[CH2:24][CH2:23][CH2:22][CH2:21][CH2:20]2)[CH2:12][CH2:11]1)C(=O)OC(C)(C)C.C([Cl:29])(=O)C, predict the reaction product. The product is: [ClH:29].[CH3:1][NH:2][CH:10]1[CH2:11][CH2:12][N:13]([C:16](=[O:25])[CH2:17][CH2:18][N:19]2[CH2:24][CH2:23][CH2:22][CH2:21][CH2:20]2)[CH2:14][CH2:15]1. (6) Given the reactants [Cl:1][C:2]1[CH:17]=[CH:16][C:5]([CH2:6][N:7]([CH:11]2[CH2:15][CH2:14][NH:13][CH2:12]2)[CH2:8][CH2:9][OH:10])=[CH:4][CH:3]=1.C(=O)([O-])[O-].[K+].[K+].Br[CH2:25][CH2:26]/[CH:27]=[C:28]1/[C:29]2[CH:42]=[C:41]([C:43]([OH:46])([CH3:45])[CH3:44])[CH:40]=[CH:39][C:30]=2[O:31][CH2:32][C:33]2[N:38]=[CH:37][CH:36]=[CH:35][C:34]/1=2, predict the reaction product. The product is: [Cl:1][C:2]1[CH:3]=[CH:4][C:5]([CH2:6][N:7]([CH2:8][CH2:9][OH:10])[CH:11]2[CH2:15][CH2:14][N:13]([CH2:25][CH2:26][CH:27]=[C:28]3[C:34]4[CH:35]=[CH:36][CH:37]=[N:38][C:33]=4[CH2:32][O:31][C:30]4[CH:39]=[CH:40][C:41]([C:43]([OH:46])([CH3:45])[CH3:44])=[CH:42][C:29]3=4)[CH2:12]2)=[CH:16][CH:17]=1.